This data is from CYP1A2 inhibition data for predicting drug metabolism from PubChem BioAssay. The task is: Regression/Classification. Given a drug SMILES string, predict its absorption, distribution, metabolism, or excretion properties. Task type varies by dataset: regression for continuous measurements (e.g., permeability, clearance, half-life) or binary classification for categorical outcomes (e.g., BBB penetration, CYP inhibition). Dataset: cyp1a2_veith. (1) The molecule is Cc1cc2c(nc1C)CCCN2C[C@@H](O)CN1CCN(C)CC1. The result is 0 (non-inhibitor). (2) The molecule is COC(=O)[C@@H]1C[C@H]1[C@@H](NS(=O)(=O)c1ccc(-c2ccccc2)cc1)c1ccccc1. The result is 1 (inhibitor). (3) The compound is O=C(NC1(C(=O)O)CCCC1)c1ccccc1. The result is 0 (non-inhibitor). (4) The compound is C[C@@]12CC[C@@H](OS(=O)(=O)[O-])CC1=CC[C@@H]1[C@@H]2CC[C@@]2(C)C(=O)CC[C@H]12.[Na+]. The result is 0 (non-inhibitor). (5) The molecule is COc1ccc(-c2nc3cnc(N4CCNCC4)nc3n(-c3ccccc3)c2=O)cc1. The result is 1 (inhibitor). (6) The molecule is Cc1cc(C)n(-c2nc(NC(C)C)nc(NC(C)C)n2)n1. The result is 1 (inhibitor). (7) The drug is COc1cc(OC)c(NC(=S)Nc2cccc(C(C)=O)c2)cc1Cl. The result is 1 (inhibitor). (8) The drug is Cc1ccc(CCN2CC(C(=O)NCCN3CCCCCC3)CC2=O)cc1. The result is 0 (non-inhibitor). (9) The molecule is CN(C)c1ncc2nc(CCc3ccccc3)c(=O)n(CCC#N)c2n1. The result is 1 (inhibitor).